Predict the reaction yield, written as a fraction of the theoretical maximum amount of product (1.0 means a 100% yield; for example, 0.34 means a 34% yield). From a dataset of Reaction yield outcomes from USPTO patents with 853,638 reactions. The product is [CH:17]([O:8][C:5]1[CH:6]=[CH:7][C:2]([O:1][C:9]2[CH:14]=[CH:13][C:12]([OH:15])=[CH:11][CH:10]=2)=[CH:3][CH:4]=1)([CH3:19])[CH3:18]. The yield is 0.440. The catalyst is C(O)C.O. The reactants are [O:1]([C:9]1[CH:14]=[CH:13][C:12]([OH:15])=[CH:11][CH:10]=1)[C:2]1[CH:7]=[CH:6][C:5]([OH:8])=[CH:4][CH:3]=1.I[CH:17]([CH3:19])[CH3:18].[OH-].[K+].